This data is from NCI-60 drug combinations with 297,098 pairs across 59 cell lines. The task is: Regression. Given two drug SMILES strings and cell line genomic features, predict the synergy score measuring deviation from expected non-interaction effect. (1) Drug 1: C1CCC(C1)C(CC#N)N2C=C(C=N2)C3=C4C=CNC4=NC=N3. Drug 2: C#CCC(CC1=CN=C2C(=N1)C(=NC(=N2)N)N)C3=CC=C(C=C3)C(=O)NC(CCC(=O)O)C(=O)O. Cell line: HS 578T. Synergy scores: CSS=-2.27, Synergy_ZIP=1.73, Synergy_Bliss=2.08, Synergy_Loewe=-25.5, Synergy_HSA=-3.88. (2) Drug 1: CS(=O)(=O)C1=CC(=C(C=C1)C(=O)NC2=CC(=C(C=C2)Cl)C3=CC=CC=N3)Cl. Drug 2: CC1=CC2C(CCC3(C2CCC3(C(=O)C)OC(=O)C)C)C4(C1=CC(=O)CC4)C. Cell line: SK-MEL-5. Synergy scores: CSS=-8.09, Synergy_ZIP=6.25, Synergy_Bliss=5.26, Synergy_Loewe=-7.21, Synergy_HSA=-5.11. (3) Drug 1: C1CCC(C1)C(CC#N)N2C=C(C=N2)C3=C4C=CNC4=NC=N3. Drug 2: CC1=C(C=C(C=C1)NC(=O)C2=CC=C(C=C2)CN3CCN(CC3)C)NC4=NC=CC(=N4)C5=CN=CC=C5. Cell line: LOX IMVI. Synergy scores: CSS=-0.967, Synergy_ZIP=-1.72, Synergy_Bliss=-3.06, Synergy_Loewe=-5.19, Synergy_HSA=-4.57. (4) Drug 1: C1CNP(=O)(OC1)N(CCCl)CCCl. Drug 2: CCN(CC)CCNC(=O)C1=C(NC(=C1C)C=C2C3=C(C=CC(=C3)F)NC2=O)C. Cell line: SW-620. Synergy scores: CSS=61.5, Synergy_ZIP=5.94, Synergy_Bliss=5.99, Synergy_Loewe=-25.1, Synergy_HSA=3.06. (5) Drug 1: C1=C(C(=O)NC(=O)N1)F. Drug 2: CCN(CC)CCNC(=O)C1=C(NC(=C1C)C=C2C3=C(C=CC(=C3)F)NC2=O)C. Cell line: SK-MEL-2. Synergy scores: CSS=-14.8, Synergy_ZIP=-12.9, Synergy_Bliss=-35.3, Synergy_Loewe=-39.4, Synergy_HSA=-39.1. (6) Drug 1: CCC1=CC2CC(C3=C(CN(C2)C1)C4=CC=CC=C4N3)(C5=C(C=C6C(=C5)C78CCN9C7C(C=CC9)(C(C(C8N6C)(C(=O)OC)O)OC(=O)C)CC)OC)C(=O)OC. Drug 2: C1CC(CCC1OC2=C(C(=CC=C2)Cl)F)(CC3=NC(=CC=C3)NC4=NC=CS4)C(=O)O. Cell line: NCI-H460. Synergy scores: CSS=58.2, Synergy_ZIP=-0.581, Synergy_Bliss=-3.04, Synergy_Loewe=-7.10, Synergy_HSA=0.798. (7) Drug 1: CS(=O)(=O)C1=CC(=C(C=C1)C(=O)NC2=CC(=C(C=C2)Cl)C3=CC=CC=N3)Cl. Drug 2: CS(=O)(=O)CCNCC1=CC=C(O1)C2=CC3=C(C=C2)N=CN=C3NC4=CC(=C(C=C4)OCC5=CC(=CC=C5)F)Cl. Cell line: MALME-3M. Synergy scores: CSS=0.736, Synergy_ZIP=0.789, Synergy_Bliss=3.61, Synergy_Loewe=-0.469, Synergy_HSA=-0.156.